Task: Predict the reactants needed to synthesize the given product.. Dataset: Full USPTO retrosynthesis dataset with 1.9M reactions from patents (1976-2016) (1) The reactants are: C([O:3][C:4](=[O:23])[CH2:5][NH:6][C:7]([C:9]1[C:14]([OH:15])=[CH:13][C:12]([C:16]2[CH:21]=[CH:20][CH:19]=[C:18]([F:22])[CH:17]=2)=[CH:11][N:10]=1)=[O:8])C.[OH-].[Na+].Cl. Given the product [F:22][C:18]1[CH:17]=[C:16]([C:12]2[CH:13]=[C:14]([OH:15])[C:9]([C:7]([NH:6][CH2:5][C:4]([OH:23])=[O:3])=[O:8])=[N:10][CH:11]=2)[CH:21]=[CH:20][CH:19]=1, predict the reactants needed to synthesize it. (2) The reactants are: C(Cl)(=O)C(Cl)=O.CS(C)=O.[Cl:11][C:12]1[N:13]=[C:14]([CH2:21][OH:22])[CH:15]=[C:16]2[CH:20]=[CH:19][O:18][C:17]=12.C(=O)=O.CC(C)=O. Given the product [Cl:11][C:12]1[N:13]=[C:14]([CH:21]=[O:22])[CH:15]=[C:16]2[CH:20]=[CH:19][O:18][C:17]=12, predict the reactants needed to synthesize it. (3) Given the product [CH2:1]([O:8][C:9]1[C:17]2[C:12](=[CH:13][CH:14]=[CH:15][CH:16]=2)[N:11]([CH2:18][C:19]2[O:23][C:22]([CH2:24][OH:25])=[CH:21][CH:20]=2)[N:10]=1)[C:2]1[CH:3]=[CH:4][CH:5]=[CH:6][CH:7]=1, predict the reactants needed to synthesize it. The reactants are: [CH2:1]([O:8][C:9]1[C:17]2[C:12](=[CH:13][CH:14]=[CH:15][CH:16]=2)[N:11]([CH2:18][C:19]2[O:23][C:22]([C:24](OCC)=[O:25])=[CH:21][CH:20]=2)[N:10]=1)[C:2]1[CH:7]=[CH:6][CH:5]=[CH:4][CH:3]=1.[BH4-].[Na+].CO.C(O)(=O)CC(CC(O)=O)(C(O)=O)O. (4) Given the product [C:1]1([S:11]([C:14]2[C:22]3[C:17](=[CH:18][CH:19]=[C:20]([O:23][CH:24]4[CH2:28][CH2:27][N:26]([CH2:36][CH2:35][C:32]5[CH:33]=[CH:34][CH:29]=[CH:30][CH:31]=5)[CH2:25]4)[CH:21]=3)[NH:16][N:15]=2)(=[O:12])=[O:13])[C:10]2[C:5](=[CH:6][CH:7]=[CH:8][CH:9]=2)[CH:4]=[CH:3][CH:2]=1, predict the reactants needed to synthesize it. The reactants are: [C:1]1([S:11]([C:14]2[C:22]3[C:17](=[CH:18][CH:19]=[C:20]([O:23][CH:24]4[CH2:28][CH2:27][NH:26][CH2:25]4)[CH:21]=3)[NH:16][N:15]=2)(=[O:13])=[O:12])[C:10]2[C:5](=[CH:6][CH:7]=[CH:8][CH:9]=2)[CH:4]=[CH:3][CH:2]=1.[CH:29]1[CH:34]=[CH:33][C:32]([CH2:35][CH:36]=O)=[CH:31][CH:30]=1.C(O)(=O)C.C(O[BH-](OC(=O)C)OC(=O)C)(=O)C.[Na+].[OH-].[Na+].